This data is from NCI-60 drug combinations with 297,098 pairs across 59 cell lines. The task is: Regression. Given two drug SMILES strings and cell line genomic features, predict the synergy score measuring deviation from expected non-interaction effect. (1) Drug 1: C1=NC2=C(N1)C(=S)N=C(N2)N. Drug 2: CC1=CC=C(C=C1)C2=CC(=NN2C3=CC=C(C=C3)S(=O)(=O)N)C(F)(F)F. Cell line: HOP-92. Synergy scores: CSS=9.43, Synergy_ZIP=-9.37, Synergy_Bliss=-7.05, Synergy_Loewe=-7.02, Synergy_HSA=-5.50. (2) Drug 1: CC12CCC(CC1=CCC3C2CCC4(C3CC=C4C5=CN=CC=C5)C)O. Drug 2: CC1C(C(CC(O1)OC2CC(CC3=C2C(=C4C(=C3O)C(=O)C5=C(C4=O)C(=CC=C5)OC)O)(C(=O)C)O)N)O.Cl. Cell line: OVCAR-4. Synergy scores: CSS=11.3, Synergy_ZIP=-2.22, Synergy_Bliss=0.696, Synergy_Loewe=1.33, Synergy_HSA=2.72. (3) Drug 1: CC1=C(C=C(C=C1)NC2=NC=CC(=N2)N(C)C3=CC4=NN(C(=C4C=C3)C)C)S(=O)(=O)N.Cl. Drug 2: C1CC(=O)NC(=O)C1N2CC3=C(C2=O)C=CC=C3N. Cell line: HL-60(TB). Synergy scores: CSS=-15.8, Synergy_ZIP=4.42, Synergy_Bliss=-4.85, Synergy_Loewe=-25.8, Synergy_HSA=-25.2. (4) Drug 1: C1=NC(=NC(=O)N1C2C(C(C(O2)CO)O)O)N. Drug 2: CNC(=O)C1=NC=CC(=C1)OC2=CC=C(C=C2)NC(=O)NC3=CC(=C(C=C3)Cl)C(F)(F)F. Cell line: T-47D. Synergy scores: CSS=4.95, Synergy_ZIP=-1.21, Synergy_Bliss=4.00, Synergy_Loewe=-2.29, Synergy_HSA=1.45. (5) Drug 1: C1=NC2=C(N=C(N=C2N1C3C(C(C(O3)CO)O)F)Cl)N. Drug 2: C1=CC=C(C(=C1)C(C2=CC=C(C=C2)Cl)C(Cl)Cl)Cl. Cell line: HT29. Synergy scores: CSS=-1.38, Synergy_ZIP=-0.0170, Synergy_Bliss=-2.39, Synergy_Loewe=-4.29, Synergy_HSA=-5.48.